From a dataset of Forward reaction prediction with 1.9M reactions from USPTO patents (1976-2016). Predict the product of the given reaction. (1) Given the reactants [F:1][C:2]1[C:7]([C:8]#[N:9])=[C:6]([NH:10][C:11]2[CH:16]=[CH:15][CH:14]=[CH:13][N:12]=2)[C:5]([N+:17]([O-])=O)=[CH:4][CH:3]=1.[Cl-].[NH4+], predict the reaction product. The product is: [NH2:17][C:5]1[C:6]([NH:10][C:11]2[CH:16]=[CH:15][CH:14]=[CH:13][N:12]=2)=[C:7]([C:2]([F:1])=[CH:3][CH:4]=1)[C:8]#[N:9]. (2) Given the reactants [NH:1]1[CH2:6][CH2:5][O:4][CH2:3][CH2:2]1.[F:7][C:8]1[CH:13]=[CH:12][CH:11]=[CH:10][C:9]=1[C:14]1[C:19]([C:20]([O:22][CH2:23][CH3:24])=[O:21])=[C:18]([CH3:25])[NH:17][C:16](=O)[N:15]=1.C1CN([P+](Br)(N2CCCC2)N2CCCC2)CC1.F[P-](F)(F)(F)(F)F.C(N(CC)CC)C, predict the reaction product. The product is: [CH2:23]([O:22][C:20]([C:19]1[C:14]([C:9]2[CH:10]=[CH:11][CH:12]=[CH:13][C:8]=2[F:7])=[N:15][C:16]([N:1]2[CH2:6][CH2:5][O:4][CH2:3][CH2:2]2)=[N:17][C:18]=1[CH3:25])=[O:21])[CH3:24]. (3) Given the reactants [CH3:1][S:2]([C:5]1[CH:10]=[CH:9][C:8]([C:11]2[C:12]3[N:13]([N:17]=[C:18]([NH2:20])[N:19]=3)[CH:14]=[CH:15][CH:16]=2)=[CH:7][CH:6]=1)(=[O:4])=[O:3].Br[C:22]1[CH:36]=[CH:35][C:25]([CH2:26][N:27]2[CH2:32][CH2:31][S:30](=[O:34])(=[O:33])[CH2:29][CH2:28]2)=[CH:24][CH:23]=1.C1(P(C2CCCCC2)C2C=CC=CC=2C2C=CC=CC=2P(C2CCCCC2)C2CCCCC2)CCCCC1, predict the reaction product. The product is: [O:34]=[S:30]1(=[O:33])[CH2:31][CH2:32][N:27]([CH2:26][C:25]2[CH:35]=[CH:36][C:22]([NH:20][C:18]3[N:19]=[C:12]4[C:11]([C:8]5[CH:9]=[CH:10][C:5]([S:2]([CH3:1])(=[O:3])=[O:4])=[CH:6][CH:7]=5)=[CH:16][CH:15]=[CH:14][N:13]4[N:17]=3)=[CH:23][CH:24]=2)[CH2:28][CH2:29]1. (4) Given the reactants C[C:2]1[N:10]=[C:9]([C:11]2[S:12][C:13]([C:16]3[CH:21]=[CH:20][C:19]([C:22]4[CH:27]=[CH:26][C:25]([O:28][CH2:29][CH2:30][O:31][CH2:32][CH3:33])=[CH:24][CH:23]=4)=[CH:18][CH:17]=3)=[N:14][N:15]=2)[CH:8]=[CH:7][C:3]=1[C:4]([OH:6])=[O:5].[N:34]1(O)[C:38]2[CH:39]=[CH:40][CH:41]=[CH:42][C:37]=2[N:36]=[N:35]1.Cl.CN(C)CCCN=C=NCC, predict the reaction product. The product is: [CH2:32]([O:31][CH2:30][CH2:29][O:28][C:25]1[CH:24]=[CH:23][C:22]([C:19]2[CH:18]=[CH:17][C:16]([C:13]3[S:12][C:11]([C:9]4[N:10]=[CH:2][C:3]([C:4]([O:6][N:34]5[C:38]6[CH:39]=[CH:40][CH:41]=[CH:42][C:37]=6[N:36]=[N:35]5)=[O:5])=[CH:7][CH:8]=4)=[N:15][N:14]=3)=[CH:21][CH:20]=2)=[CH:27][CH:26]=1)[CH3:33]. (5) Given the reactants [C:1]([N:4]1[C:13]2[C:8](=[CH:9][C:10](B3OC(C)(C)C(C)(C)O3)=[CH:11][CH:12]=2)[C@H:7]([NH:23][C:24](=[O:29])[O:25][CH:26]([CH3:28])[CH3:27])[CH2:6][C@@H:5]1[CH3:30])(=[O:3])[CH3:2].C(=O)([O-])[O-].[K+].[K+].Br[C:38]1[CH:39]=[N:40][N:41]([CH2:43][CH2:44][N:45]([CH3:53])[CH2:46][C:47]2[CH:52]=[CH:51][CH:50]=[CH:49][CH:48]=2)[CH:42]=1, predict the reaction product. The product is: [C:1]([N:4]1[C:13]2[C:8](=[CH:9][C:10]([C:38]3[CH:39]=[N:40][N:41]([CH2:43][CH2:44][N:45]([CH3:53])[CH2:46][C:47]4[CH:52]=[CH:51][CH:50]=[CH:49][CH:48]=4)[CH:42]=3)=[CH:11][CH:12]=2)[C@H:7]([NH:23][C:24](=[O:29])[O:25][CH:26]([CH3:27])[CH3:28])[CH2:6][C@@H:5]1[CH3:30])(=[O:3])[CH3:2]. (6) Given the reactants [NH2:1][C:2]1[C:3]([C:7]2[N:8]([CH2:18][CH3:19])[C:9]3[C:10]([N:17]=2)=[C:11]([Cl:16])[NH:12][C:13](=[O:15])[CH:14]=3)=[N:4][O:5][N:6]=1.[CH2:20](Br)[C:21]1[CH:26]=[CH:25][CH:24]=[CH:23][CH:22]=1, predict the reaction product. The product is: [Cl:16][C:11]1[C:10]2[N:17]=[C:7]([C:3]3[C:2]([NH2:1])=[N:6][O:5][N:4]=3)[N:8]([CH2:18][CH3:19])[C:9]=2[CH:14]=[C:13]([O:15][CH2:20][C:21]2[CH:26]=[CH:25][CH:24]=[CH:23][CH:22]=2)[N:12]=1. (7) Given the reactants [Cl:1][C:2]1[CH:7]=[C:6]([CH3:8])[CH:5]=[CH:4][C:3]=1[C:9]([F:12])([F:11])[F:10].[Br:13]N1C(=O)CCC1=O.C(OOC(=O)C1C=CC=CC=1)(=O)C1C=CC=CC=1, predict the reaction product. The product is: [Cl:1][C:2]1[CH:7]=[C:6]([CH:5]=[CH:4][C:3]=1[C:9]([F:10])([F:11])[F:12])[CH2:8][Br:13].